Dataset: Full USPTO retrosynthesis dataset with 1.9M reactions from patents (1976-2016). Task: Predict the reactants needed to synthesize the given product. Given the product [OH:6][C@H:1]1[CH2:5][CH2:4][C@H:3]([C:7]([O:9][CH3:10])=[O:8])[CH2:2]1, predict the reactants needed to synthesize it. The reactants are: [C@@H:1]12[O:6][C@@H:5]1[CH2:4][CH:3]([C:7]([O:9][CH3:10])=[O:8])[CH2:2]2.